The task is: Predict the reaction yield, written as a fraction of the theoretical maximum amount of product (1.0 means a 100% yield; for example, 0.34 means a 34% yield).. This data is from Reaction yield outcomes from USPTO patents with 853,638 reactions. (1) The reactants are Cl.[Cl:2][C:3]1[CH:4]=[C:5]([N:13]([CH2:23][CH3:24])[C@H:14]2[CH2:19][CH2:18][C@H:17]([N:20]([CH3:22])[CH3:21])[CH2:16][CH2:15]2)[C:6]([CH3:12])=[C:7]([CH:11]=1)[C:8](O)=[O:9].CCN(C(C)C)C(C)C.CN(C(ON1N=NC2C=CC=NC1=2)=[N+](C)C)C.F[P-](F)(F)(F)(F)F.[CH3:58][O:59][C:60]1[C:64]([CH2:65][NH2:66])=[C:63]([N:67]2[CH2:72][CH2:71][CH2:70][CH2:69][CH2:68]2)[N:62]([CH3:73])[N:61]=1. The catalyst is CN(C=O)C. The product is [Cl:2][C:3]1[CH:4]=[C:5]([N:13]([CH2:23][CH3:24])[C@H:14]2[CH2:19][CH2:18][C@H:17]([N:20]([CH3:22])[CH3:21])[CH2:16][CH2:15]2)[C:6]([CH3:12])=[C:7]([CH:11]=1)[C:8]([NH:66][CH2:65][C:64]1[C:60]([O:59][CH3:58])=[N:61][N:62]([CH3:73])[C:63]=1[N:67]1[CH2:72][CH2:71][CH2:70][CH2:69][CH2:68]1)=[O:9]. The yield is 0.580. (2) The reactants are [CH2:1]([O:3][C:4](=[O:12])[CH:5]([C:10]#[N:11])[NH:6][C:7](=O)[CH3:8])[CH3:2].COC1C=CC(P2(=S)SP(=S)(C3C=CC(OC)=CC=3)[S:22]2)=CC=1. The catalyst is C1(C)C=CC=CC=1. The product is [CH2:1]([O:3][C:4]([C:5]1[N:6]=[C:7]([CH3:8])[S:22][C:10]=1[NH2:11])=[O:12])[CH3:2]. The yield is 0.505. (3) The reactants are [Cl:1][C:2]1[CH:3]=[CH:4][C:5]2[N:6]([C:8]([CH2:14]O)=[C:9]([CH:11]3[CH2:13][CH2:12]3)[N:10]=2)[N:7]=1.[F:16][C:17]([F:25])=[CH:18][CH:19]1[CH2:23][NH:22][C:21](=[O:24])[CH2:20]1. The yield is 0.280. The product is [Cl:1][C:2]1[CH:3]=[CH:4][C:5]2[N:6]([C:8]([CH2:14][N:22]3[CH2:23][CH:19]([CH:18]=[C:17]([F:25])[F:16])[CH2:20][C:21]3=[O:24])=[C:9]([CH:11]3[CH2:12][CH2:13]3)[N:10]=2)[N:7]=1. The catalyst is C1(C)C=CC=CC=1. (4) The reactants are [Si:1]([O:8][C@@H:9]([C:25]1[CH:30]=[CH:29][CH:28]=[CH:27][C:26]=1[C:31]1[CH:36]=[CH:35][C:34]([Cl:37])=[CH:33][CH:32]=1)[CH:10]1[CH2:15][CH2:14][N:13]([C:16]2[CH:24]=[CH:23][C:19]([C:20](O)=[O:21])=[CH:18][CH:17]=2)[CH2:12][CH2:11]1)([C:4]([CH3:7])([CH3:6])[CH3:5])([CH3:3])[CH3:2].[Si:38]([O:55][CH2:56][CH2:57][N:58]([CH3:88])[CH2:59][CH2:60][C@@H:61]([NH:70][C:71]1[CH:76]=[CH:75][C:74]([S:77]([NH2:80])(=[O:79])=[O:78])=[CH:73][C:72]=1[S:81]([C:84]([F:87])([F:86])[F:85])(=[O:83])=[O:82])[CH2:62][S:63][C:64]1[CH:69]=[CH:68][CH:67]=[CH:66][CH:65]=1)([C:51]([CH3:54])([CH3:53])[CH3:52])([C:45]1[CH:50]=[CH:49][CH:48]=[CH:47][CH:46]=1)[C:39]1[CH:44]=[CH:43][CH:42]=[CH:41][CH:40]=1. No catalyst specified. The product is [Si:1]([O:8][C@@H:9]([C:25]1[CH:30]=[CH:29][CH:28]=[CH:27][C:26]=1[C:31]1[CH:36]=[CH:35][C:34]([Cl:37])=[CH:33][CH:32]=1)[CH:10]1[CH2:15][CH2:14][N:13]([C:16]2[CH:24]=[CH:23][C:19]([C:20]([NH:80][S:77]([C:74]3[CH:75]=[CH:76][C:71]([NH:70][C@H:61]([CH2:60][CH2:59][N:58]([CH2:57][CH2:56][O:55][Si:38]([C:51]([CH3:52])([CH3:54])[CH3:53])([C:39]4[CH:40]=[CH:41][CH:42]=[CH:43][CH:44]=4)[C:45]4[CH:50]=[CH:49][CH:48]=[CH:47][CH:46]=4)[CH3:88])[CH2:62][S:63][C:64]4[CH:69]=[CH:68][CH:67]=[CH:66][CH:65]=4)=[C:72]([S:81]([C:84]([F:86])([F:87])[F:85])(=[O:82])=[O:83])[CH:73]=3)(=[O:78])=[O:79])=[O:21])=[CH:18][CH:17]=2)[CH2:12][CH2:11]1)([C:4]([CH3:7])([CH3:6])[CH3:5])([CH3:3])[CH3:2]. The yield is 0.880. (5) The reactants are Cl.[C:2]([N:6]1[CH:40]=[C:39]2[C:8]([C:9](=[O:41])[CH2:10][C:11]3([CH2:38]2)[CH2:16][CH2:15][N:14]([C:17]([C:19]2[CH:20]=[N:21][C:22]4[C:27]([CH:28]=2)=[CH:26][C:25]([O:29][CH2:30][C:31]([O:33]C(C)(C)C)=[O:32])=[CH:24][CH:23]=4)=[O:18])[CH2:13][CH2:12]3)=[N:7]1)([CH3:5])([CH3:4])[CH3:3]. No catalyst specified. The product is [C:2]([N:6]1[CH:40]=[C:39]2[C:8]([C:9](=[O:41])[CH2:10][C:11]3([CH2:38]2)[CH2:16][CH2:15][N:14]([C:17]([C:19]2[CH:20]=[N:21][C:22]4[C:27]([CH:28]=2)=[CH:26][C:25]([O:29][CH2:30][C:31]([OH:33])=[O:32])=[CH:24][CH:23]=4)=[O:18])[CH2:13][CH2:12]3)=[N:7]1)([CH3:5])([CH3:3])[CH3:4]. The yield is 1.00. (6) The yield is 0.410. The reactants are [NH:1]1[C:10]2[C:5](=[CH:6][CH:7]=[CH:8][CH:9]=2)[CH2:4][CH2:3][CH2:2]1.[Li][CH2:12][CH2:13][CH2:14][CH3:15].C(=O)=O.C([Li])(C)(C)C.[CH3:24][C:25]1(C)[C:29](=O)C=[CH:27][C:26]1(C)C. The product is [CH3:12][CH:13]1[C:24]([C:6]2[CH:7]=[CH:8][CH:9]=[C:10]3[C:5]=2[CH2:4][CH2:3][CH2:2][NH:1]3)=[C:25]([CH3:29])[C:26]([CH3:27])=[C:14]1[CH3:15]. The catalyst is C1COCC1.CCCCC. (7) The reactants are [C:1]1(/[CH:7]=[CH:8]/[C:9]([O:11][CH3:12])=[O:10])[CH:6]=[CH:5][CH:4]=[CH:3][CH:2]=1.C(#N)C.[NH:16]1[CH:20]=[C:19]([C:21]2[C:22]3[CH:29]=[CH:28][N:27]([CH2:30][O:31][CH2:32][CH2:33][Si:34]([CH3:37])([CH3:36])[CH3:35])[C:23]=3[N:24]=[CH:25][N:26]=2)[CH:18]=[N:17]1.C1CCN2C(=NCCC2)CC1. No catalyst specified. The product is [C:1]1([CH:7]([N:16]2[CH:20]=[C:19]([C:21]3[C:22]4[CH:29]=[CH:28][N:27]([CH2:30][O:31][CH2:32][CH2:33][Si:34]([CH3:37])([CH3:36])[CH3:35])[C:23]=4[N:24]=[CH:25][N:26]=3)[CH:18]=[N:17]2)[CH2:8][C:9]([O:11][CH3:12])=[O:10])[CH:6]=[CH:5][CH:4]=[CH:3][CH:2]=1. The yield is 0.700. (8) The reactants are C([O:5][C:6](=O)[C@H:7]([O:10][C:11]1[CH:34]=[CH:33][C:14]2[C:15]3[N:19]([CH2:20][CH2:21][O:22][C:13]=2[CH:12]=1)[CH:18]=[C:17]([C:23]1[N:24]([CH2:28][C:29]([F:32])([F:31])[F:30])[N:25]=[CH:26][N:27]=1)[N:16]=3)[CH2:8][CH3:9])(C)(C)C.C(O)(C(F)(F)F)=O.C[N:44](C(ON1N=NC2C=CC=NC1=2)=[N+](C)C)C.F[P-](F)(F)(F)(F)F.[Cl-].[NH4+].C(N(CC)CC)C. The catalyst is C(Cl)Cl. The product is [F:30][C:29]([F:32])([F:31])[CH2:28][N:24]1[C:23]([C:17]2[N:16]=[C:15]3[C:14]4[CH:33]=[CH:34][C:11]([O:10][C@H:7]([CH2:8][CH3:9])[C:6]([NH2:44])=[O:5])=[CH:12][C:13]=4[O:22][CH2:21][CH2:20][N:19]3[CH:18]=2)=[N:27][CH:26]=[N:25]1. The yield is 0.480.